Dataset: Reaction yield outcomes from USPTO patents with 853,638 reactions. Task: Predict the reaction yield, written as a fraction of the theoretical maximum amount of product (1.0 means a 100% yield; for example, 0.34 means a 34% yield). (1) The reactants are Cl[C:2]1[CH:12]=[CH:11][C:5]([C:6]([O:8][CH2:9][CH3:10])=[O:7])=[CH:4][C:3]=1[N+:13]([O-:15])=[O:14].[CH:16]1([NH2:22])[CH2:21][CH2:20][CH2:19][CH2:18][CH2:17]1.O. The catalyst is CS(C)=O. The product is [CH2:9]([O:8][C:6](=[O:7])[C:5]1[CH:11]=[CH:12][C:2]([NH:22][CH:16]2[CH2:21][CH2:20][CH2:19][CH2:18][CH2:17]2)=[C:3]([N+:13]([O-:15])=[O:14])[CH:4]=1)[CH3:10]. The yield is 1.00. (2) The yield is 0.520. The catalyst is C(Cl)Cl. The reactants are [CH3:1][O:2][CH2:3][CH2:4][N:5]1[C:13]2[C:8](=[C:9]([C:14]([F:17])([F:16])[F:15])[CH:10]=[CH:11][CH:12]=2)[C:7]([C:18]([OH:20])=O)=[CH:6]1.CCN(CC)CC.Cl.[F:29][C:30]([F:49])([F:48])[C:31]([NH:33][CH2:34][C:35]1[CH:40]=[CH:39][C:38]([F:41])=[C:37]([CH:42]2[CH2:47][CH2:46][NH:45][CH2:44][CH2:43]2)[CH:36]=1)=[O:32].CCN=C=NCCCN(C)C. The product is [F:48][C:30]([F:29])([F:49])[C:31]([NH:33][CH2:34][C:35]1[CH:40]=[CH:39][C:38]([F:41])=[C:37]([CH:42]2[CH2:47][CH2:46][N:45]([C:18]([C:7]3[C:8]4[C:13](=[CH:12][CH:11]=[CH:10][C:9]=4[C:14]([F:15])([F:17])[F:16])[N:5]([CH2:4][CH2:3][O:2][CH3:1])[CH:6]=3)=[O:20])[CH2:44][CH2:43]2)[CH:36]=1)=[O:32]. (3) The reactants are [CH3:1][O:2][C:3]1[C:4]2[N:11]=[C:10]([N:12]=[C:13](SC)SC)[S:9][C:5]=2[N:6]=[CH:7][N:8]=1.Cl.Cl.[NH2:20][CH2:21][C@@:22]1([OH:30])[CH:27]2[CH2:28][CH2:29][N:24]([CH2:25][CH2:26]2)[CH2:23]1.C(=O)([O-])[O-].[Cs+].[Cs+].O. The catalyst is CN(C=O)C. The product is [CH3:1][O:2][C:3]1[C:4]2[N:11]=[C:10]([NH:12][C:13]3[O:30][C@:22]4([CH2:21][N:20]=3)[CH:27]3[CH2:28][CH2:29][N:24]([CH2:25][CH2:26]3)[CH2:23]4)[S:9][C:5]=2[N:6]=[CH:7][N:8]=1. The yield is 0.510.